This data is from Full USPTO retrosynthesis dataset with 1.9M reactions from patents (1976-2016). The task is: Predict the reactants needed to synthesize the given product. Given the product [CH2:9]([CH:4]([CH2:5][CH2:6][CH2:7][CH3:8])[C:3]#[CH:2])[CH3:10], predict the reactants needed to synthesize it. The reactants are: Br[C:2](Br)=[CH:3][CH:4]([CH2:9][CH3:10])[CH2:5][CH2:6][CH2:7][CH3:8].C([Li])CCC.O.